Dataset: Reaction yield outcomes from USPTO patents with 853,638 reactions. Task: Predict the reaction yield, written as a fraction of the theoretical maximum amount of product (1.0 means a 100% yield; for example, 0.34 means a 34% yield). (1) The reactants are Br[C:2]1[CH:7]=[CH:6][C:5]([OH:8])=[CH:4][CH:3]=1.[CH3:9][NH:10][C:11]1[CH:16]=[CH:15][CH:14]=[C:13]([N:17]2[CH2:22][CH2:21][O:20][CH2:19][CH2:18]2)[CH:12]=1. No catalyst specified. The product is [CH3:9][N:10]([C:11]1[CH:16]=[CH:15][CH:14]=[C:13]([N:17]2[CH2:22][CH2:21][O:20][CH2:19][CH2:18]2)[CH:12]=1)[C:2]1[CH:7]=[CH:6][C:5]([OH:8])=[CH:4][CH:3]=1. The yield is 0.450. (2) The reactants are [N:1]([C@H:4]1[C:13]2[C:8](=[CH:9][CH:10]=[C:11]([F:14])[CH:12]=2)[CH2:7][CH2:6][CH2:5]1)=[N+]=[N-]. The catalyst is CO.[Pd]. The product is [F:14][C:11]1[CH:12]=[C:13]2[C:8]([CH2:7][CH2:6][CH2:5][C@H:4]2[NH2:1])=[CH:9][CH:10]=1. The yield is 0.910.